From a dataset of Catalyst prediction with 721,799 reactions and 888 catalyst types from USPTO. Predict which catalyst facilitates the given reaction. (1) Reactant: [C:1]([C:4](=[CH:23][C:24]1[CH:29]=[C:28]([Cl:30])[CH:27]=[C:26]([Cl:31])[CH:25]=1)[C:5]([NH:7][CH2:8][CH2:9][CH:10]([C:17]1[CH:22]=[CH:21][CH:20]=[CH:19][CH:18]=1)[C:11]1[CH:16]=[CH:15][CH:14]=[CH:13][CH:12]=1)=[O:6])(=O)[CH3:2].Cl.[C:33]([NH2:36])(=[NH:35])[CH3:34].C([O-])(=O)C.[Na+].C(C1C(=O)C(Cl)=C(Cl)C(=O)C=1C#N)#N. Product: [Cl:31][C:26]1[CH:25]=[C:24]([C:23]2[C:4]([C:5]([NH:7][CH2:8][CH2:9][CH:10]([C:17]3[CH:18]=[CH:19][CH:20]=[CH:21][CH:22]=3)[C:11]3[CH:12]=[CH:13][CH:14]=[CH:15][CH:16]=3)=[O:6])=[C:1]([CH3:2])[N:36]=[C:33]([CH3:34])[N:35]=2)[CH:29]=[C:28]([Cl:30])[CH:27]=1. The catalyst class is: 3. (2) Reactant: [CH3:1][C:2]([C:6]1[S:10][C:9]([NH:11][C:12](=[O:29])[CH:13]([NH:17][C:18](=[O:28])[CH2:19][C:20]2[CH:25]=[C:24]([F:26])[CH:23]=[C:22]([F:27])[CH:21]=2)[CH2:14][CH2:15][CH3:16])=[N:8][N:7]=1)([CH3:5])[CH:3]=O.[NH:30]1[CH2:35][CH2:34][O:33][CH2:32][CH2:31]1.C(O)(=O)C.C(O[BH-](OC(=O)C)OC(=O)C)(=O)C.[Na+]. Product: [CH3:1][C:2]([C:6]1[S:10][C:9]([NH:11][C:12](=[O:29])[CH:13]([NH:17][C:18](=[O:28])[CH2:19][C:20]2[CH:21]=[C:22]([F:27])[CH:23]=[C:24]([F:26])[CH:25]=2)[CH2:14][CH2:15][CH3:16])=[N:8][N:7]=1)([CH3:3])[CH2:5][N:30]1[CH2:35][CH2:34][O:33][CH2:32][CH2:31]1. The catalyst class is: 2.